Dataset: Full USPTO retrosynthesis dataset with 1.9M reactions from patents (1976-2016). Task: Predict the reactants needed to synthesize the given product. (1) Given the product [Cl:27][C:25]1[N:26]=[C:21]2[CH:20]=[C:19]([C:35]3[CH:40]=[CH:39][CH:38]=[CH:37][CH:36]=3)[C:18]([C:15]3[CH:14]=[CH:13][C:12]([C:8]4([NH2:7])[CH2:11][CH2:10][CH2:9]4)=[CH:17][CH:16]=3)=[N:23][N:22]2[C:24]=1[C:28]1[CH:29]=[CH:30][C:31]([F:34])=[CH:32][CH:33]=1, predict the reactants needed to synthesize it. The reactants are: C(OC(=O)[NH:7][C:8]1([C:12]2[CH:17]=[CH:16][C:15]([C:18]3[C:19]([C:35]4[CH:40]=[CH:39][CH:38]=[CH:37][CH:36]=4)=[CH:20][C:21]4[N:22]([C:24]([C:28]5[CH:33]=[CH:32][C:31]([F:34])=[CH:30][CH:29]=5)=[C:25]([Cl:27])[N:26]=4)[N:23]=3)=[CH:14][CH:13]=2)[CH2:11][CH2:10][CH2:9]1)(C)(C)C. (2) Given the product [Br:17][C:7]1[C:3]([C:2]([F:9])([F:8])[F:1])=[N:4][NH:5][CH:6]=1, predict the reactants needed to synthesize it. The reactants are: [F:1][C:2]([F:9])([F:8])[C:3]1[CH:7]=[CH:6][NH:5][N:4]=1.[N+]([O-])([O-])=O.[NH4+].[Ce].[Ce].[Br:17]Br. (3) Given the product [CH3:3][C:4]1[CH:5]=[C:6]([C:17]2[CH:18]=[N:19][N:20]([CH:22]3[CH2:23][CH:24]([C:26]([OH:28])=[O:27])[CH2:25]3)[CH:21]=2)[CH:7]=[C:8]([NH:10][C:11]2[N:16]=[CH:15][CH:14]=[CH:13][N:12]=2)[CH:9]=1, predict the reactants needed to synthesize it. The reactants are: [OH-].[Na+].[CH3:3][C:4]1[CH:5]=[C:6]([C:17]2[CH:18]=[N:19][N:20]([CH:22]3[CH2:25][CH:24]([C:26]([O:28]C)=[O:27])[CH2:23]3)[CH:21]=2)[CH:7]=[C:8]([NH:10][C:11]2[N:16]=[CH:15][CH:14]=[CH:13][N:12]=2)[CH:9]=1.Cl. (4) Given the product [Br:1][C:2]1[N:6]([C:7]([CH3:8])([CH3:9])[CH3:10])[N:5]=[CH:4][C:3]=1[C:11]1[S:13][CH:15]=[C:16]([CH2:17][C:18]([O:20][CH2:21][CH3:22])=[O:19])[N:12]=1, predict the reactants needed to synthesize it. The reactants are: [Br:1][C:2]1[N:6]([C:7]([CH3:10])([CH3:9])[CH3:8])[N:5]=[CH:4][C:3]=1[C:11](=[S:13])[NH2:12].Cl[CH2:15][C:16](=O)[CH2:17][C:18]([O:20][CH2:21][CH3:22])=[O:19].